Dataset: Reaction yield outcomes from USPTO patents with 853,638 reactions. Task: Predict the reaction yield, written as a fraction of the theoretical maximum amount of product (1.0 means a 100% yield; for example, 0.34 means a 34% yield). (1) The reactants are [Cl:1][C:2]1[CH:3]=[C:4]2[C:8](=[CH:9][CH:10]=1)[N:7]([CH2:11][C:12]([O:14]CC)=[O:13])[C:6](=[O:17])[C:5]12[CH2:21][O:20][C:19]2[CH:22]=[C:23]3[C:27](=[CH:28][C:18]1=2)[CH2:26][CH2:25][O:24]3.O=C1C2(C3=CC4OCOC=4C=C3OC2)C2C(=CC=CC=2)N1CC(OCC)=O. No catalyst specified. The product is [Cl:1][C:2]1[CH:3]=[C:4]2[C:8](=[CH:9][CH:10]=1)[N:7]([CH2:11][C:12]([OH:14])=[O:13])[C:6](=[O:17])[C:5]12[CH2:21][O:20][C:19]2[CH:22]=[C:23]3[C:27](=[CH:28][C:18]1=2)[CH2:26][CH2:25][O:24]3. The yield is 0.980. (2) The reactants are [C:1]([O:5][C:6]([NH:8][C@@H:9]([CH2:14][CH:15]=O)[C:10]([O:12][CH3:13])=[O:11])=[O:7])([CH3:4])([CH3:3])[CH3:2].Cl[C:18]([F:23])([F:22])C([O-])=O.[Na+].C1(P(C2C=CC=CC=2)C2C=CC=CC=2)C=CC=CC=1. The catalyst is CN(C)C=O. The product is [C:1]([O:5][C:6]([NH:8][C@@H:9]([CH2:14][CH:15]=[C:18]([F:23])[F:22])[C:10]([O:12][CH3:13])=[O:11])=[O:7])([CH3:2])([CH3:3])[CH3:4]. The yield is 0.130.